This data is from Reaction yield outcomes from USPTO patents with 853,638 reactions. The task is: Predict the reaction yield, written as a fraction of the theoretical maximum amount of product (1.0 means a 100% yield; for example, 0.34 means a 34% yield). (1) The reactants are [NH2:1][C:2]1[N:7]=[C:6]([C:8]2[CH:15]=[CH:14][C:11]([C:12]#[N:13])=[C:10](F)[CH:9]=2)[CH:5]=[C:4]([N:17]2[CH2:21][CH2:20][CH2:19][C@H:18]2[CH2:22][CH3:23])[N:3]=1.O.[NH2:25][NH2:26].CCOC(C)=O. The catalyst is C(O)C. The product is [NH2:1][C:2]1[N:7]=[C:6]([C:8]2[CH:9]=[C:10]3[C:11]([C:12]([NH2:13])=[N:25][NH:26]3)=[CH:14][CH:15]=2)[CH:5]=[C:4]([N:17]2[CH2:21][CH2:20][CH2:19][C@H:18]2[CH2:22][CH3:23])[N:3]=1. The yield is 0.580. (2) The reactants are C([Li])CCC.[F:6][C:7]1[CH:12]=[CH:11][CH:10]=[C:9](I)[C:8]=1[CH3:14].[F:15][CH:16]([F:23])[C:17]1[CH:22]2[CH:20]([CH2:21]2)[O:19][N:18]=1.B(F)(F)F.CCOCC. The catalyst is C1(C)C=CC=CC=1.C(OCC)C. The product is [F:15][CH:16]([F:23])[C:17]1([C:9]2[CH:10]=[CH:11][CH:12]=[C:7]([F:6])[C:8]=2[CH3:14])[CH:22]2[CH:20]([CH2:21]2)[O:19][NH:18]1. The yield is 0.443.